Dataset: Full USPTO retrosynthesis dataset with 1.9M reactions from patents (1976-2016). Task: Predict the reactants needed to synthesize the given product. (1) Given the product [CH3:18][NH:17][C:15](=[O:16])[N:14]([C:19]1[CH:24]=[CH:23][CH:22]=[CH:21][CH:20]=1)[CH:11]1[CH2:12][CH2:13][NH:8][CH2:9][CH2:10]1, predict the reactants needed to synthesize it. The reactants are: C(OC([N:8]1[CH2:13][CH2:12][CH:11]([N:14]([C:19]2[CH:24]=[CH:23][CH:22]=[CH:21][CH:20]=2)[C:15]([NH:17][CH3:18])=[O:16])[CH2:10][CH2:9]1)=O)(C)(C)C.FC(F)(F)C(O)=O. (2) Given the product [Cl:20][C:21]1[CH:22]=[C:23]([C:27]2[C:36]3[C:31](=[CH:32][CH:33]=[C:34]([C:37]([OH:47])([C:11]4[N:7]([CH3:6])[CH:8]=[N:9][CH:10]=4)[C:38]4[CH:43]=[CH:42][C:41]([N+:44]([O-:46])=[O:45])=[CH:40][CH:39]=4)[CH:35]=3)[N:30]([CH3:48])[C:29](=[O:49])[CH:28]=2)[CH:24]=[CH:25][CH:26]=1, predict the reactants needed to synthesize it. The reactants are: [Li]CCCC.[CH3:6][N:7]1[CH:11]=[CH:10][N:9]=[CH:8]1.Cl[Si](CC)(CC)CC.[Cl:20][C:21]1[CH:22]=[C:23]([C:27]2[C:36]3[C:31](=[CH:32][CH:33]=[C:34]([C:37](=[O:47])[C:38]4[CH:43]=[CH:42][C:41]([N+:44]([O-:46])=[O:45])=[CH:40][CH:39]=4)[CH:35]=3)[N:30]([CH3:48])[C:29](=[O:49])[CH:28]=2)[CH:24]=[CH:25][CH:26]=1. (3) The reactants are: [NH2:1][CH:2]1[CH2:5][N:4]([CH:6]([C:27]2[CH:32]=[CH:31][C:30]([F:33])=[CH:29][CH:28]=2)[C:7]([N:9]([CH2:11][CH2:12][C:13]2[CH:18]=[C:17]([C:19]([F:22])([F:21])[F:20])[CH:16]=[C:15]([C:23]([F:26])([F:25])[F:24])[CH:14]=2)[CH3:10])=[O:8])[CH2:3]1.C([O-])([O-])=O.[Na+].[Na+].O.[CH3:41][CH2:42][O:43][C:44]([CH3:46])=O. Given the product [F:25][C:23]([F:24])([F:26])[C:15]1[CH:14]=[C:13]([CH2:12][CH2:11][N:9]([CH3:10])[C:7](=[O:8])[CH:6]([C:27]2[CH:28]=[CH:29][C:30]([F:33])=[CH:31][CH:32]=2)[N:4]2[CH2:3][CH:2]([N:1]3[CH2:46][CH2:44][O:43][CH2:42][CH2:41]3)[CH2:5]2)[CH:18]=[C:17]([C:19]([F:20])([F:21])[F:22])[CH:16]=1, predict the reactants needed to synthesize it. (4) Given the product [CH:13]1[C:14]2[N:15]([CH2:17][C:18]3[S:22][C:21]([C:23]4[CH:24]=[C:25]([Cl:31])[C:26]([O:30][CH2:38][C:37]([OH:40])=[O:36])=[C:27]([Cl:29])[CH:28]=4)=[N:20][N:19]=3)[C:16]3[C:7](=[CH:6][CH:5]=[CH:4][CH:3]=3)[S:8][C:9]=2[CH:10]=[CH:11][CH:12]=1, predict the reactants needed to synthesize it. The reactants are: [H-].[Na+].[CH:3]1[C:16]2[N:15]([CH2:17][C:18]3[S:22][C:21]([C:23]4[CH:28]=[C:27]([Cl:29])[C:26]([OH:30])=[C:25]([Cl:31])[CH:24]=4)=[N:20][N:19]=3)[C:14]3[C:9](=[CH:10][CH:11]=[CH:12][CH:13]=3)[S:8][C:7]=2[CH:6]=[CH:5][CH:4]=1.C([O:36][C:37](=[O:40])[CH2:38]Br)(C)(C)C.O. (5) The reactants are: Br[C:2]1[C:3](=[O:10])[N:4]([CH3:9])[CH:5]=[C:6]([Br:8])[CH:7]=1.[NH2:11][C:12]1[CH:21]=[CH:20][C:15]([C:16]([O:18][CH3:19])=[O:17])=[CH:14][N:13]=1.C(=O)([O-])[O-].[Cs+].[Cs+].CC1(C)C2C(=C(P(C3C=CC=CC=3)C3C=CC=CC=3)C=CC=2)OC2C(P(C3C=CC=CC=3)C3C=CC=CC=3)=CC=CC1=2. Given the product [Br:8][C:6]1[CH:7]=[C:2]([NH:11][C:12]2[CH:21]=[CH:20][C:15]([C:16]([O:18][CH3:19])=[O:17])=[CH:14][N:13]=2)[C:3](=[O:10])[N:4]([CH3:9])[CH:5]=1, predict the reactants needed to synthesize it. (6) Given the product [CH:1]([N:14]1[CH2:17][CH:16]([C:24]#[N:25])[CH2:15]1)([C:8]1[CH:13]=[CH:12][CH:11]=[CH:10][CH:9]=1)[C:2]1[CH:7]=[CH:6][CH:5]=[CH:4][CH:3]=1, predict the reactants needed to synthesize it. The reactants are: [CH:1]([N:14]1[CH2:17][CH:16](OS(C)(=O)=O)[CH2:15]1)([C:8]1[CH:13]=[CH:12][CH:11]=[CH:10][CH:9]=1)[C:2]1[CH:7]=[CH:6][CH:5]=[CH:4][CH:3]=1.O.[C-:24]#[N:25].[Na+].C(=O)([O-])[O-].[Na+].[Na+].